This data is from Reaction yield outcomes from USPTO patents with 853,638 reactions. The task is: Predict the reaction yield, written as a fraction of the theoretical maximum amount of product (1.0 means a 100% yield; for example, 0.34 means a 34% yield). (1) The reactants are [CH3:1][C:2]1[CH:7]=[CH:6][N:5]=[C:4]([C:8]#[C:9][C:10]2[CH:15]=[CH:14][N:13]=[C:12]([NH:16][C:17](=[O:19])[CH3:18])[CH:11]=2)[C:3]=1[N+:20]([O-])=O.O.[Cl-].[NH4+]. The catalyst is CCO.[Fe]. The product is [NH2:20][C:3]1[C:4]([C:8]#[C:9][C:10]2[CH:15]=[CH:14][N:13]=[C:12]([NH:16][C:17](=[O:19])[CH3:18])[CH:11]=2)=[N:5][CH:6]=[CH:7][C:2]=1[CH3:1]. The yield is 0.950. (2) The reactants are [CH3:1][O:2][C:3]1[CH:4]=[C:5]2[C:10](=[CH:11][C:12]=1[O:13][CH3:14])[CH:9]=[C:8]([C:15]([NH:17][C:18]1[CH:26]=[CH:25][CH:24]=[CH:23][C:19]=1[C:20]([OH:22])=[O:21])=[O:16])[CH2:7][CH2:6]2. The catalyst is CO.C1COCC1.[Pd]. The product is [CH3:14][O:13][C:12]1[CH:11]=[C:10]2[C:5](=[CH:4][C:3]=1[O:2][CH3:1])[CH2:6][CH2:7][CH:8]([C:15]([NH:17][C:18]1[CH:26]=[CH:25][CH:24]=[CH:23][C:19]=1[C:20]([OH:22])=[O:21])=[O:16])[CH2:9]2. The yield is 0.710.